Predict the reactants needed to synthesize the given product. From a dataset of Full USPTO retrosynthesis dataset with 1.9M reactions from patents (1976-2016). (1) Given the product [F:27][C:26]1[CH:25]=[CH:24][CH:23]=[C:22]([F:28])[C:21]=1[N:16]1[C:10]2[N:11]=[C:12]([S:14][CH3:15])[N:13]=[C:8]([C:6]3[CH:7]=[C:2]([NH:1][C:35](=[O:36])[C:34]4[CH:38]=[CH:39][C:31]([F:30])=[C:32]([CH3:40])[CH:33]=4)[CH:3]=[CH:4][C:5]=3[CH3:29])[C:9]=2[CH:19]=[CH:18][C:17]1=[O:20], predict the reactants needed to synthesize it. The reactants are: [NH2:1][C:2]1[CH:3]=[CH:4][C:5]([CH3:29])=[C:6]([C:8]2[C:9]3[CH:19]=[CH:18][C:17](=[O:20])[N:16]([C:21]4[C:26]([F:27])=[CH:25][CH:24]=[CH:23][C:22]=4[F:28])[C:10]=3[N:11]=[C:12]([S:14][CH3:15])[N:13]=2)[CH:7]=1.[F:30][C:31]1[CH:39]=[CH:38][C:34]([C:35](Cl)=[O:36])=[CH:33][C:32]=1[CH3:40]. (2) Given the product [C:1]([N:21]1[CH:25]=[CH:24][N:23]=[CH:22]1)([C:14]1[CH:19]=[CH:18][CH:17]=[CH:16][CH:15]=1)([C:8]1[CH:13]=[CH:12][CH:11]=[CH:10][CH:9]=1)[C:2]1[CH:7]=[CH:6][CH:5]=[CH:4][CH:3]=1, predict the reactants needed to synthesize it. The reactants are: [C:1](Cl)([C:14]1[CH:19]=[CH:18][CH:17]=[CH:16][CH:15]=1)([C:8]1[CH:13]=[CH:12][CH:11]=[CH:10][CH:9]=1)[C:2]1[CH:7]=[CH:6][CH:5]=[CH:4][CH:3]=1.[NH:21]1[CH:25]=[CH:24][N:23]=[CH:22]1.C(N(CC)CC)C.